From a dataset of Forward reaction prediction with 1.9M reactions from USPTO patents (1976-2016). Predict the product of the given reaction. (1) Given the reactants [N:1]1[C:9]([NH2:10])=[C:8]2[C:4]([N:5]=[CH:6][NH:7]2)=[N:3][CH:2]=1.[CH3:11]CCC[N+](CCCC)(CCCC)CCCC.[F-].CI, predict the reaction product. The product is: [CH3:11][N:5]1[CH:6]=[N:7][C:8]2[C:4]1=[N:3][CH:2]=[N:1][C:9]=2[NH2:10]. (2) Given the reactants C12(COC3C(C4CC4)=CC(C(O)=O)=C(F)C=3)CC3CC(CC(C3)C1)C2.[C:26]12([CH2:36][O:37][C:38]3[C:46]([Cl:47])=[CH:45][C:41]([C:42](O)=[O:43])=[C:40]([F:48])[CH:39]=3)[CH2:35][CH:30]3[CH2:31][CH:32]([CH2:34][CH:28]([CH2:29]3)[CH2:27]1)[CH2:33]2.CS(N)(=O)=O.[CH3:54][O:55][CH2:56][CH2:57][S:58]([NH2:61])(=[O:60])=[O:59], predict the reaction product. The product is: [C:26]12([CH2:36][O:37][C:38]3[C:46]([Cl:47])=[CH:45][C:41]([C:42]([NH:61][S:58]([CH2:57][CH2:56][O:55][CH3:54])(=[O:60])=[O:59])=[O:43])=[C:40]([F:48])[CH:39]=3)[CH2:27][CH:28]3[CH2:29][CH:30]([CH2:31][CH:32]([CH2:34]3)[CH2:33]1)[CH2:35]2. (3) Given the reactants [CH3:1][O:2][C:3](=[O:50])[C@@H:4]([NH:16][C:17](=[O:49])[C@@H:18]([NH:41]C(OC(C)(C)C)=O)[CH2:19][CH2:20][CH2:21][CH2:22][NH:23][C:24]([O:26][CH2:27][CH:28]1[C:40]2[CH:39]=[CH:38][CH:37]=[CH:36][C:35]=2[C:34]2[C:29]1=[CH:30][CH:31]=[CH:32][CH:33]=2)=[O:25])[CH2:5][C:6]1[CH:15]=[CH:14][C:13]2[C:8](=[CH:9][CH:10]=[CH:11][CH:12]=2)[CH:7]=1.[ClH:51], predict the reaction product. The product is: [ClH:51].[CH3:1][O:2][C:3](=[O:50])[C@@H:4]([NH:16][C:17](=[O:49])[C@@H:18]([NH2:41])[CH2:19][CH2:20][CH2:21][CH2:22][NH:23][C:24]([O:26][CH2:27][CH:28]1[C:40]2[CH:39]=[CH:38][CH:37]=[CH:36][C:35]=2[C:34]2[C:29]1=[CH:30][CH:31]=[CH:32][CH:33]=2)=[O:25])[CH2:5][C:6]1[CH:15]=[CH:14][C:13]2[C:8](=[CH:9][CH:10]=[CH:11][CH:12]=2)[CH:7]=1.